This data is from Catalyst prediction with 721,799 reactions and 888 catalyst types from USPTO. The task is: Predict which catalyst facilitates the given reaction. (1) Reactant: [Br:1][C:2]1[C:10]2[C:5](=[N:6][CH:7]=[CH:8][CH:9]=2)[NH:4][CH:3]=1.[H-].[Na+].I[CH3:14]. Product: [Br:1][C:2]1[C:10]2[C:5](=[N:6][CH:7]=[CH:8][CH:9]=2)[N:4]([CH3:14])[CH:3]=1. The catalyst class is: 3. (2) Reactant: [CH3:1][O:2][C:3]1[CH:8]=[C:7]([O:9][CH3:10])[CH:6]=[CH:5][C:4]=1[C:11]1[C:19]2[C:14](=[N:15][C:16]([NH2:20])=[N:17][CH:18]=2)[N:13]([CH3:21])[N:12]=1.[Cl:22]N1C(=O)N(Cl)C(=O)N(Cl)C1=O. Product: [Cl:22][C:6]1[C:7]([O:9][CH3:10])=[CH:8][C:3]([O:2][CH3:1])=[C:4]([C:11]2[C:19]3[C:14](=[N:15][C:16]([NH2:20])=[N:17][CH:18]=3)[N:13]([CH3:21])[N:12]=2)[CH:5]=1. The catalyst class is: 10. (3) Reactant: [Cl:1][C:2]1[CH:14]=[C:13]([CH3:15])[C:12]2[C:11]3[C:6](=[CH:7][CH:8]=[CH:9][CH:10]=3)[C:5]([C:17]([F:20])([F:19])[F:18])([OH:16])[C:4]=2[CH:3]=1.[OH2:21].[Mn]([O-])(=O)(=O)=[O:23].[K+]. Product: [Cl:1][C:2]1[CH:14]=[C:13]([C:15]([OH:23])=[O:21])[C:12]2[C:11]3[C:6](=[CH:7][CH:8]=[CH:9][CH:10]=3)[C:5]([OH:16])([C:17]([F:18])([F:19])[F:20])[C:4]=2[CH:3]=1. The catalyst class is: 17. (4) Reactant: [C:1]([C:5]1[CH:10]=[CH:9][CH:8]=[C:7]([C:11]([CH3:14])([CH3:13])[CH3:12])[C:6]=1[OH:15])([CH3:4])([CH3:3])[CH3:2].CI.[C:18]([O-])([O-])=O.[Cs+].[Cs+]. Product: [C:11]([C:7]1[CH:8]=[CH:9][CH:10]=[C:5]([C:1]([CH3:4])([CH3:3])[CH3:2])[C:6]=1[O:15][CH3:18])([CH3:14])([CH3:13])[CH3:12]. The catalyst class is: 3. (5) Reactant: [Br:1][C:2]1[CH:3]=[C:4]([CH:8]=[CH:9][CH:10]=1)[C:5](Cl)=[O:6].[C:11]([NH2:15])([CH3:14])([CH3:13])[CH3:12]. Product: [Br:1][C:2]1[CH:3]=[C:4]([CH:8]=[CH:9][CH:10]=1)[C:5]([NH:15][C:11]([CH3:14])([CH3:13])[CH3:12])=[O:6]. The catalyst class is: 2. (6) Reactant: [Br:1][C:2]1[CH:10]=[CH:9][C:5]([C:6]([OH:8])=O)=[C:4]([F:11])[CH:3]=1.[CH:12]([N:15](CC)C(C)C)([CH3:14])[CH3:13].CC(N)C. Product: [Br:1][C:2]1[CH:10]=[CH:9][C:5]([C:6]([NH:15][CH:12]([CH3:14])[CH3:13])=[O:8])=[C:4]([F:11])[CH:3]=1. The catalyst class is: 2.